From a dataset of Reaction yield outcomes from USPTO patents with 853,638 reactions. Predict the reaction yield, written as a fraction of the theoretical maximum amount of product (1.0 means a 100% yield; for example, 0.34 means a 34% yield). (1) The reactants are [O:1]1[C:6]2[CH:7]=[CH:8][C:9]([CH:11]=O)=[CH:10][C:5]=2[O:4][CH2:3][CH2:2]1.[C:13]([O:17][C:18]([N:20]1[CH2:25][CH2:24][CH:23]([NH:26][CH3:27])[CH2:22][CH2:21]1)=[O:19])([CH3:16])([CH3:15])[CH3:14].C(O)(=O)C.C([BH3-])#N.[Na+]. The catalyst is ClCCCl.CO.C(OCC)(=O)C.C1CCCCC1. The product is [C:13]([O:17][C:18]([N:20]1[CH2:21][CH2:22][CH:23]([N:26]([CH2:11][C:9]2[CH:8]=[CH:7][C:6]3[O:1][CH2:2][CH2:3][O:4][C:5]=3[CH:10]=2)[CH3:27])[CH2:24][CH2:25]1)=[O:19])([CH3:16])([CH3:15])[CH3:14]. The yield is 0.550. (2) The reactants are [CH3:1][O:2][C:3]1[CH:4]=[C:5]([CH:14]=[CH:15][C:16]=1[N+:17]([O-:19])=[O:18])[O:6][C:7]1[CH:12]=[CH:11][N:10]=[C:9]([NH2:13])[CH:8]=1.CCN(C(C)C)C(C)C.[CH3:29][O:30][CH2:31][C:32](Cl)=[O:33].N. The catalyst is C(Cl)Cl.CO. The product is [CH3:29][O:30][CH2:31][C:32]([NH:13][C:9]1[CH:8]=[C:7]([O:6][C:5]2[CH:14]=[CH:15][C:16]([N+:17]([O-:19])=[O:18])=[C:3]([O:2][CH3:1])[CH:4]=2)[CH:12]=[CH:11][N:10]=1)=[O:33]. The yield is 0.750.